Regression. Given a peptide amino acid sequence and an MHC pseudo amino acid sequence, predict their binding affinity value. This is MHC class I binding data. From a dataset of Peptide-MHC class I binding affinity with 185,985 pairs from IEDB/IMGT. (1) The peptide sequence is IEIKDTKEAL. The MHC is HLA-B18:01 with pseudo-sequence HLA-B18:01. The binding affinity (normalized) is 0.0249. (2) The peptide sequence is ETINEEAADW. The binding affinity (normalized) is 0. The MHC is HLA-B27:05 with pseudo-sequence HLA-B27:05. (3) The peptide sequence is NVHTWTEQY. The MHC is HLA-A01:01 with pseudo-sequence HLA-A01:01. The binding affinity (normalized) is 0.127. (4) The peptide sequence is IMAAILAYTI. The binding affinity (normalized) is 0.318. The MHC is HLA-A02:17 with pseudo-sequence HLA-A02:17. (5) The peptide sequence is QSKSSLLHA. The MHC is HLA-B15:01 with pseudo-sequence HLA-B15:01. The binding affinity (normalized) is 0.445.